Dataset: Catalyst prediction with 721,799 reactions and 888 catalyst types from USPTO. Task: Predict which catalyst facilitates the given reaction. Reactant: N[C:2]1[CH:7]=[CH:6][C:5]([C:8]2[CH:13]=[C:12]([CH:14]([CH3:16])[CH3:15])[CH:11]=[CH:10][C:9]=2[O:17][CH3:18])=[C:4]([CH2:19][N:20]([CH2:25][C:26]2[CH:31]=[C:30]([C:32]([F:35])([F:34])[F:33])[CH:29]=[C:28]([C:36]([F:39])([F:38])[F:37])[CH:27]=2)[C:21](=[O:24])[O:22][CH3:23])[CH:3]=1.CCCCCON=O.[I:48]I.CCOC(C)=O.CCCCCC. Product: [F:38][C:36]([F:39])([F:37])[C:28]1[CH:27]=[C:26]([CH:31]=[C:30]([C:32]([F:34])([F:33])[F:35])[CH:29]=1)[CH2:25][N:20]([CH2:19][C:4]1[CH:3]=[C:2]([I:48])[CH:7]=[CH:6][C:5]=1[C:8]1[CH:13]=[C:12]([CH:14]([CH3:15])[CH3:16])[CH:11]=[CH:10][C:9]=1[O:17][CH3:18])[C:21](=[O:24])[O:22][CH3:23]. The catalyst class is: 373.